From a dataset of Peptide-MHC class II binding affinity with 134,281 pairs from IEDB. Regression. Given a peptide amino acid sequence and an MHC pseudo amino acid sequence, predict their binding affinity value. This is MHC class II binding data. The MHC is DRB3_0101 with pseudo-sequence DRB3_0101. The peptide sequence is ANATVYMIDSVLMPP. The binding affinity (normalized) is 0.832.